From a dataset of Full USPTO retrosynthesis dataset with 1.9M reactions from patents (1976-2016). Predict the reactants needed to synthesize the given product. (1) The reactants are: Cl.[NH2:2][C@@H:3]([CH3:28])[C:4]([N:6]1[CH2:10][C@H:9]([OH:11])[CH2:8][C@H:7]1[C:12]([NH:14][CH2:15][C:16]1[CH:21]=[CH:20][C:19]([C:22]2[S:26][CH:25]=[N:24][C:23]=2[CH3:27])=[CH:18][CH:17]=1)=[O:13])=[O:5].[CH3:29][O:30][CH2:31][CH2:32][C:33](O)=[O:34].CCN(C(C)C)C(C)C.CN(C(ON1N=NC2C=CC=NC1=2)=[N+](C)C)C.F[P-](F)(F)(F)(F)F. Given the product [OH:11][C@H:9]1[CH2:10][N:6]([C:4](=[O:5])[C@@H:3]([NH:2][C:33](=[O:34])[CH2:32][CH2:31][O:30][CH3:29])[CH3:28])[C@H:7]([C:12]([NH:14][CH2:15][C:16]2[CH:21]=[CH:20][C:19]([C:22]3[S:26][CH:25]=[N:24][C:23]=3[CH3:27])=[CH:18][CH:17]=2)=[O:13])[CH2:8]1, predict the reactants needed to synthesize it. (2) Given the product [CH3:36][O:37][C:38]([N:25]1[CH2:24][CH2:23][C:22]2[C:27](=[CH:28][CH:29]=[CH:30][C:21]=2[N:14]([CH2:13][C:11](=[O:12])[N:10]([CH2:3][C:4]2[CH:9]=[CH:8][CH:7]=[CH:6][CH:5]=2)[CH2:31][CH2:32][N:33]([CH3:35])[CH3:34])[C:15](=[O:20])[C:16]([F:17])([F:18])[F:19])[CH2:26]1)=[O:39], predict the reactants needed to synthesize it. The reactants are: Cl.Cl.[CH2:3]([N:10]([CH2:31][CH2:32][N:33]([CH3:35])[CH3:34])[C:11]([CH2:13][N:14]([C:21]1[CH:30]=[CH:29][CH:28]=[C:27]2[C:22]=1[CH2:23][CH2:24][NH:25][CH2:26]2)[C:15](=[O:20])[C:16]([F:19])([F:18])[F:17])=[O:12])[C:4]1[CH:9]=[CH:8][CH:7]=[CH:6][CH:5]=1.[CH3:36][O:37][C:38](Cl)=[O:39].C([O-])(O)=O.[Na+].O. (3) Given the product [CH2:1]([O:8][C:9]([N:11]1[CH2:15][C:14](=[CH2:27])[N:13]=[C:12]1[NH:17][CH2:21][C:20]1[CH:23]=[CH:24][CH:25]=[CH:26][C:19]=1[Cl:18])=[O:10])[C:2]1[CH:7]=[CH:6][CH:5]=[CH:4][CH:3]=1, predict the reactants needed to synthesize it. The reactants are: [CH2:1]([O:8][C:9]([N:11]1[CH2:15][C:14](=O)[N:13]=[C:12]1[NH2:17])=[O:10])[C:2]1[CH:7]=[CH:6][CH:5]=[CH:4][CH:3]=1.[Cl:18][C:19]1[CH:26]=[CH:25][CH:24]=[CH:23][C:20]=1[CH2:21]Br.[C:27]([O-])([O-])=O.[K+].[K+]. (4) Given the product [Cl:1][C:2]1[CH:3]=[C:4]([CH:27]=[C:28]([Cl:31])[C:29]=1[Cl:30])[CH2:5][N:6]1[CH:10]=[C:9]([C:11]2[S:41][C:15]([C:17]3[CH:18]=[N:19][CH:20]=[C:21]([CH:26]=3)[C:22]([OH:24])=[O:23])=[N:14][N:13]=2)[N:8]=[N:7]1, predict the reactants needed to synthesize it. The reactants are: [Cl:1][C:2]1[CH:3]=[C:4]([CH:27]=[C:28]([Cl:31])[C:29]=1[Cl:30])[CH2:5][N:6]1[CH:10]=[C:9]([C:11]([NH:13][NH:14][C:15]([C:17]2[CH:18]=[N:19][CH:20]=[C:21]([CH:26]=2)[C:22]([O:24]C)=[O:23])=O)=O)[N:8]=[N:7]1.COC1C=CC(P2(SP(C3C=CC(OC)=CC=3)(=S)S2)=[S:41])=CC=1.CO.[OH-].[Na+]. (5) Given the product [Br:1][C:2]1[CH:7]=[CH:6][C:5]([S:8][C:14]2[CH:15]=[C:10]([Cl:9])[CH:11]=[CH:12][C:13]=2[Cl:16])=[CH:4][CH:3]=1, predict the reactants needed to synthesize it. The reactants are: [Br:1][C:2]1[CH:7]=[CH:6][C:5]([SH:8])=[CH:4][CH:3]=1.[Cl:9][C:10]1[CH:15]=[CH:14][C:13]([Cl:16])=[CH:12][C:11]=1I.CC(CCC)C(=O)C(=O)C(C)(C)C.C(=O)([O-])[O-].[Cs+].[Cs+].